From a dataset of Full USPTO retrosynthesis dataset with 1.9M reactions from patents (1976-2016). Predict the reactants needed to synthesize the given product. (1) Given the product [F:45][C:42]1[CH:41]=[CH:40][C:39]([CH2:38][O:37][C:34]2[CH:33]=[CH:32][C:31]([CH2:30][S:29][C:26]3[CH:27]=[CH:28][C:23]([O:22][CH2:21][C:20]([OH:47])=[O:19])=[C:24]([CH3:46])[CH:25]=3)=[CH:36][CH:35]=2)=[CH:44][CH:43]=1, predict the reactants needed to synthesize it. The reactants are: FC1C=CC(COC2C=CC(CO)=CC=2)=CC=1.C[O:19][C:20](=[O:47])[CH2:21][O:22][C:23]1[CH:28]=[CH:27][C:26]([S:29][CH2:30][C:31]2[CH:36]=[CH:35][C:34]([O:37][CH2:38][C:39]3[CH:44]=[CH:43][C:42]([F:45])=[CH:41][CH:40]=3)=[CH:33][CH:32]=2)=[CH:25][C:24]=1[CH3:46]. (2) Given the product [Cl:1][C:2]1[CH:3]=[N+:4]([O-:39])[CH:5]=[C:6]([Cl:38])[C:7]=1[CH2:8][C@@H:9]([C:23]1[CH:28]=[CH:27][C:26]([O:29][CH:30]([F:31])[F:32])=[C:25]([O:33][CH2:34][CH:35]2[CH2:36][CH2:37]2)[CH:24]=1)[O:10][C:11](=[O:12])[N:49]([CH2:48][C:45]1[CH:46]=[CH:47][C:42]([O:41][CH3:40])=[C:43]([NH:51][S:52]([CH3:55])(=[O:54])=[O:53])[CH:44]=1)[CH3:50], predict the reactants needed to synthesize it. The reactants are: [Cl:1][C:2]1[CH:3]=[N+:4]([O-:39])[CH:5]=[C:6]([Cl:38])[C:7]=1[CH2:8][C@@H:9]([C:23]1[CH:28]=[CH:27][C:26]([O:29][CH:30]([F:32])[F:31])=[C:25]([O:33][CH2:34][CH:35]2[CH2:37][CH2:36]2)[CH:24]=1)[O:10][C:11](OC1C=CC([N+]([O-])=O)=CC=1)=[O:12].[CH3:40][O:41][C:42]1[CH:47]=[CH:46][C:45]([CH2:48][NH:49][CH3:50])=[CH:44][C:43]=1[NH:51][S:52]([CH3:55])(=[O:54])=[O:53].CCOCC.CCCCCC. (3) Given the product [CH2:1]([C:3]1[N:7]=[C:6]([CH2:8][N:9]2[C:14]3[CH:15]=[C:16]([C:18]4[CH:23]=[CH:22][CH:21]=[CH:20][CH:19]=4)[S:17][C:13]=3[C:12](=[O:24])[N:11]([CH:25]3[CH2:30][CH2:29][NH:28][CH2:27][CH2:26]3)[C:10]2=[O:38])[O:5][N:4]=1)[CH3:2], predict the reactants needed to synthesize it. The reactants are: [CH2:1]([C:3]1[N:7]=[C:6]([CH2:8][N:9]2[C:14]3[CH:15]=[C:16]([C:18]4[CH:23]=[CH:22][CH:21]=[CH:20][CH:19]=4)[S:17][C:13]=3[C:12](=[O:24])[N:11]([CH:25]3[CH2:30][CH2:29][N:28](C(OC(C)(C)C)=O)[CH2:27][CH2:26]3)[C:10]2=[O:38])[O:5][N:4]=1)[CH3:2].Cl.O.[OH-].[Na+]. (4) Given the product [NH2:11][C:9]1[N:8]=[CH:7][N:6]=[C:5]2[N:4]([CH2:25][C@@H:15]3[CH2:14][C:13]([F:27])([F:12])[CH2:17][N:16]3[C:18]([O:20][C:21]([CH3:22])([CH3:24])[CH3:23])=[O:19])[N:3]=[C:2]([I:1])[C:10]=12, predict the reactants needed to synthesize it. The reactants are: [I:1][C:2]1[C:10]2[C:5](=[N:6][CH:7]=[N:8][C:9]=2[NH2:11])[NH:4][N:3]=1.[F:12][C:13]1([F:27])[CH2:17][N:16]([C:18]([O:20][C:21]([CH3:24])([CH3:23])[CH3:22])=[O:19])[C@H:15]([CH2:25]O)[CH2:14]1.CC(OC(/N=N/C(OC(C)C)=O)=O)C. (5) Given the product [O:1]=[C:2]1[CH2:3][C:4]([C:8]2[CH:9]=[N:10][CH:11]=[C:12]([C:14]([F:17])([F:15])[F:16])[CH:13]=2)([C:6]#[N:7])[CH2:5]1, predict the reactants needed to synthesize it. The reactants are: [OH:1][CH:2]1[CH2:5][C:4]([C:8]2[CH:9]=[N:10][CH:11]=[C:12]([C:14]([F:17])([F:16])[F:15])[CH:13]=2)([C:6]#[N:7])[CH2:3]1.CC(OI1(OC(C)=O)(OC(C)=O)OC(=O)C2C=CC=CC1=2)=O.[O-]S([O-])(=S)=O.[Na+].[Na+]. (6) Given the product [C:30]([C:17]1[C:18]([C:20]2[C:28]3[C:23](=[CH:24][CH:25]=[CH:26][CH:27]=3)[N:22]([CH3:29])[CH:21]=2)=[N:19][C:14]([NH:13][C:11]2[C:10]([O:32][CH3:33])=[CH:9][C:8]([N:34]3[CH2:38][CH2:37][C@@H:36]([N:39]([CH3:40])[CH3:41])[CH2:35]3)=[C:7]([NH:6][C:1](=[O:4])[CH:2]=[CH2:3])[CH:12]=2)=[N:15][CH:16]=1)#[N:31], predict the reactants needed to synthesize it. The reactants are: [C:1](Cl)(=[O:4])[CH:2]=[CH2:3].[NH2:6][C:7]1[C:8]([N:34]2[CH2:38][CH2:37][C@@H:36]([N:39]([CH3:41])[CH3:40])[CH2:35]2)=[CH:9][C:10]([O:32][CH3:33])=[C:11]([NH:13][C:14]2[N:19]=[C:18]([C:20]3[C:28]4[C:23](=[CH:24][CH:25]=[CH:26][CH:27]=4)[N:22]([CH3:29])[CH:21]=3)[C:17]([C:30]#[N:31])=[CH:16][N:15]=2)[CH:12]=1.CCN(C(C)C)C(C)C.